From a dataset of Experimentally validated miRNA-target interactions with 360,000+ pairs, plus equal number of negative samples. Binary Classification. Given a miRNA mature sequence and a target amino acid sequence, predict their likelihood of interaction. (1) The miRNA is hsa-miR-4485-3p with sequence UAACGGCCGCGGUACCCUAA. The protein sequence of the target gene is MTEEEDYMSDSFINVQEDVRPGVPMLRQIREARRKEEKQQQANLRNRQKSVKEEERERRDIGLKNALGCENKGFALLQKMGYKSGQALGKSGDGIVEPIPLNVKTGKSGIGHESSLKRKAEERLENYRRKIHMKNQNEAKAAEEFRMRLKSKQDEMRLEGDLRRSQRACQQLDAQKNIQVPREAWYWLRPEEETEEEEEEEEKEEQDEDECPSEDLSVLEKLQILTGYLREEHLYCIWCGTAYEDKEDLSSNCPGPTSADHD. Result: 0 (no interaction). (2) Result: 1 (interaction). The protein sequence of the target gene is MHHEELILTLCILIVKSASKSCIHRSQIHVVEGEPFYLKPCGISAPVHRNETATMRWFKGSASHEYRELNNRSSPRVTFHDHTLEFWPVEMEDEGTYISQVGNDRRNWTLNVTKRNKHSCFSDKLVTSRDVEVNKSLHITCKNPNYEELIQDTWLYKNCKEISKTPRILKDAEFGDEGYYSCVFSVHHNGTRYNITKTVNITVIEGRSKVTPAILGPKCEKVGVELGKDVELNCSASLNKDDLFYWSIRKEDSSDPNVQEDRKETTTWISEGKLHASKILRFQKITENYLNVLYNCTVAN.... The miRNA is mmu-miR-466l-5p with sequence UUGUGUGUACAUGUACAUGUAU. (3) The miRNA is hsa-miR-1910-5p with sequence CCAGUCCUGUGCCUGCCGCCU. The protein sequence of the target gene is MESALPSIFTLVIIAEFIIGNLSNGFIVLINCIDWVSKRELSSVDKLLIILAISRIGLIWEILVSWFLALHYLAIFVSGTGLRIMIFSWIVSNHFNLWLATIFSIFYLLKIASFSSPAFLYLKWRVNKVILMILLGTLVFLFLNLIQINMHIKDWLDRYERNTTWNFSMSDFETFSVSVKFTMTMFSLTPFTVAFISFLLLIFSLQKHLQKMQLNYKGHRDPRTKVHTNALKIVISFLLFYASFFLCVLISWISELYQNTVIYMLCETIGVFSPSSHSFLLILGNAKLRQAFLLVAAKVW.... Result: 0 (no interaction). (4) The miRNA is hsa-miR-17-5p with sequence CAAAGUGCUUACAGUGCAGGUAG. The protein sequence of the target gene is MENQLAKSTEERTFQYQDSLPSLPVPSLEESLKKYLESVKPFANQEEYKKTEEIVQKFQSGIGEKLHQKLLERAKGKRNWLEEWWLNVAYLDVRIPSQLNVNFAGPAAHFEHYWPPKEGTQLERGSITLWHNLNYWQLLRKEKVPVHKVGNTPLDMNQFRMLFSTCKVPGITRDSIMNYFRTESEGRSPNHIVVLCRGRAFVFDVIHEGCLVTPPELLRQLTYIHKKCHSEPDGPGIAALTSEERTRWAKAREYLIGLDPENLALLEKIQSSLLVYSMEDSSPHVTPEDYSEIIAAILIG.... Result: 1 (interaction).